From a dataset of Full USPTO retrosynthesis dataset with 1.9M reactions from patents (1976-2016). Predict the reactants needed to synthesize the given product. (1) Given the product [OH:41][CH:39]([CH3:40])[CH2:38][NH:37][C:31](=[O:32])[C:30]1[CH:34]=[CH:35][CH:36]=[C:28]([S:27][CH2:26][C:16]2[C:17]3[CH2:18][CH2:19][CH2:20][C:21](=[O:25])[C:22]=3[CH:23]=[CH:24][C:15]=2[O:14][C@@H:7]([C:8]2[CH:13]=[CH:12][CH:11]=[CH:10][CH:9]=2)[CH2:6][N:1]2[CH:5]=[CH:4][N:3]=[CH:2]2)[CH:29]=1, predict the reactants needed to synthesize it. The reactants are: [N:1]1([CH2:6][C@@H:7]([O:14][C:15]2[CH:24]=[CH:23][C:22]3[C:21](=[O:25])[CH2:20][CH2:19][CH2:18][C:17]=3[C:16]=2[CH2:26][S:27][C:28]2[CH:29]=[C:30]([CH:34]=[CH:35][CH:36]=2)[C:31](O)=[O:32])[C:8]2[CH:13]=[CH:12][CH:11]=[CH:10][CH:9]=2)[CH:5]=[CH:4][N:3]=[CH:2]1.[NH2:37][CH2:38][CH:39]([OH:41])[CH3:40]. (2) Given the product [CH:15]1([CH:7]([C:6]2[CH:5]=[C:4]([C:9]3[CH:14]=[CH:13][CH:12]=[CH:11][CH:10]=3)[S:3][C:2]=2[CH3:1])[OH:8])[CH2:20][CH2:19][CH2:18][CH2:17][CH2:16]1, predict the reactants needed to synthesize it. The reactants are: [CH3:1][C:2]1[S:3][C:4]([C:9]2[CH:14]=[CH:13][CH:12]=[CH:11][CH:10]=2)=[CH:5][C:6]=1[CH:7]=[O:8].[CH:15]1([Mg]Br)[CH2:20][CH2:19][CH2:18][CH2:17][CH2:16]1.O1CCCC1.Cl. (3) The reactants are: [CH3:1][O:2][C:3]1[CH:10]=[C:9]([O:11][CH3:12])[CH:8]=[CH:7][C:4]=1[CH:5]=O.Cl.[CH2:14]([O:16][C:17](=[O:20])[CH2:18][NH2:19])[CH3:15].C(N(CC)CC)C.C(O[BH-](OC(=O)C)OC(=O)C)(=O)C.[Na+].Cl.[OH-].[Na+]. Given the product [CH2:14]([O:16][C:17](=[O:20])[CH2:18][NH:19][CH2:5][C:4]1[CH:7]=[CH:8][C:9]([O:11][CH3:12])=[CH:10][C:3]=1[O:2][CH3:1])[CH3:15], predict the reactants needed to synthesize it. (4) Given the product [F:34][C:2]([F:1])([F:33])[C:3]1[CH:4]=[C:5]([C@H:13]([O:15][C@H:16]2[O:24][CH2:23][C@@H:19]3[CH2:20][N:21]([CH:36]([CH3:38])[CH3:35])[CH2:22][C@H:18]3[C@@H:17]2[C:25]2[CH:30]=[CH:29][C:28]([F:31])=[CH:27][C:26]=2[CH3:32])[CH3:14])[CH:6]=[C:7]([C:9]([F:12])([F:10])[F:11])[CH:8]=1, predict the reactants needed to synthesize it. The reactants are: [F:1][C:2]([F:34])([F:33])[C:3]1[CH:4]=[C:5]([C@H:13]([O:15][C@H:16]2[O:24][CH2:23][C@@H:19]3[CH2:20][NH:21][CH2:22][C@H:18]3[C@@H:17]2[C:25]2[CH:30]=[CH:29][C:28]([F:31])=[CH:27][C:26]=2[CH3:32])[CH3:14])[CH:6]=[C:7]([C:9]([F:12])([F:11])[F:10])[CH:8]=1.[CH3:35][C:36]([CH3:38])=O.[BH-](OC(C)=O)(OC(C)=O)OC(C)=O.[Na+]. (5) Given the product [Si:26]([O:11][CH2:12]/[CH:13]=[C:14](\[CH2:15][CH2:16][CH:17]=[C:18]([CH3:20])[CH3:19])/[CH3:21])([C:23]([CH3:25])([CH3:24])[CH3:22])([C:33]1[CH:34]=[CH:35][CH:36]=[CH:37][CH:38]=1)[C:27]1[CH:32]=[CH:31][CH:30]=[CH:29][CH:28]=1, predict the reactants needed to synthesize it. The reactants are: CN(C=O)C.N1C=CN=C1.[OH:11][CH2:12]/[CH:13]=[C:14](/[CH3:21])\[CH2:15][CH2:16][CH:17]=[C:18]([CH3:20])[CH3:19].[CH3:22][C:23]([Si:26](Cl)([C:33]1[CH:38]=[CH:37][CH:36]=[CH:35][CH:34]=1)[C:27]1[CH:32]=[CH:31][CH:30]=[CH:29][CH:28]=1)([CH3:25])[CH3:24]. (6) Given the product [C:25]1([C:22]2[CH:23]=[CH:24][C:18]3[O:17][C:16]([CH2:15][O:14][C:12]([NH:11][C:6]4[CH:7]=[N:8][CH:9]=[CH:10][C:5]=4[C:4]([OH:31])=[O:3])=[O:13])=[CH:20][C:19]=3[CH:21]=2)[CH:26]=[CH:27][CH:28]=[CH:29][CH:30]=1, predict the reactants needed to synthesize it. The reactants are: C([O:3][C:4](=[O:31])[C:5]1[CH:10]=[CH:9][N:8]=[CH:7][C:6]=1[NH:11][C:12]([O:14][CH2:15][C:16]1[O:17][C:18]2[CH:24]=[CH:23][C:22]([C:25]3[CH:30]=[CH:29][CH:28]=[CH:27][CH:26]=3)=[CH:21][C:19]=2[CH:20]=1)=[O:13])C.[Li+].[OH-].